Dataset: Reaction yield outcomes from USPTO patents with 853,638 reactions. Task: Predict the reaction yield, written as a fraction of the theoretical maximum amount of product (1.0 means a 100% yield; for example, 0.34 means a 34% yield). (1) The reactants are [C:1]([O:7][C:8]([CH3:11])([CH3:10])[CH3:9])(=[O:6])[CH2:2][C:3]([CH3:5])=O.[Cl:12][C:13]1[CH:20]=[CH:19][CH:18]=[CH:17][C:14]=1[CH:15]=O.[NH4+:21].[OH-:22]. The catalyst is CCO. The product is [Cl:12][C:13]1[CH:20]=[CH:19][CH:18]=[CH:17][C:14]=1[CH:15]1[C:2]([C:1]([O:7][C:8]([CH3:11])([CH3:10])[CH3:9])=[O:6])=[C:3]([CH3:5])[NH:21][C:3]([CH3:5])=[C:2]1[C:1]([O:7][C:8]([CH3:11])([CH3:10])[CH3:9])=[O:22]. The yield is 0.320. (2) The reactants are C1(=O)N([C:6]2[CH:11]=[CH:10][C:9]([OH:12])=[CH:8][CH:7]=2)C(=O)C=C1.[NH2:15][CH2:16][CH2:17]C[Si](OCC)(OCC)OCC.C=O. The catalyst is C1(C)C=CC=CC=1. The product is [O:12]1[C:9]2[CH:10]=[CH:11][CH:6]=[CH:7][C:8]=2[CH:17]=[CH:16][NH:15]1. The yield is 0.370. (3) The reactants are [F:1][C:2]1[C:7]([C:8]2[CH:13]=[CH:12][CH:11]=[C:10]([C:14]#[C:15][C:16]3[CH:17]=[N:18][N:19]([CH2:21][CH2:22][F:23])[CH:20]=3)[CH:9]=2)=[CH:6][CH:5]=[CH:4][N:3]=1.C([O-])(O)=[O:25].[Na+].[O-]S([O-])(=O)=O.[Mg+2].[Mn]([O-])(=O)(=O)=O.[K+].[OH2:41]. The catalyst is CC(C)=O. The product is [F:23][CH2:22][CH2:21][N:19]1[CH:20]=[C:16]([C:15](=[O:25])[C:14]([C:10]2[CH:11]=[CH:12][CH:13]=[C:8]([C:7]3[C:2]([F:1])=[N:3][CH:4]=[CH:5][CH:6]=3)[CH:9]=2)=[O:41])[CH:17]=[N:18]1. The yield is 0.620. (4) The reactants are [C:1]([C:3]1[CH:4]=[C:5]([C:10]2[S:11][C:12]([C:15]3[CH:24]=[CH:23][CH:22]=[C:21]4[C:16]=3[CH2:17][CH2:18][CH2:19][C@H:20]4[NH:25][C:26](=[O:32])[O:27][C:28]([CH3:31])([CH3:30])[CH3:29])=[CH:13][N:14]=2)[CH:6]=[CH:7][C:8]=1F)#[N:2].[O:33]([CH:35]([CH3:37])[CH3:36])[Na]. The catalyst is CC(O)C. The product is [C:1]([C:3]1[CH:4]=[C:5]([C:10]2[S:11][C:12]([C:15]3[CH:24]=[CH:23][CH:22]=[C:21]4[C:16]=3[CH2:17][CH2:18][CH2:19][C@H:20]4[NH:25][C:26](=[O:32])[O:27][C:28]([CH3:31])([CH3:30])[CH3:29])=[CH:13][N:14]=2)[CH:6]=[CH:7][C:8]=1[O:33][CH:35]([CH3:37])[CH3:36])#[N:2]. The yield is 0.900.